Dataset: Reaction yield outcomes from USPTO patents with 853,638 reactions. Task: Predict the reaction yield, written as a fraction of the theoretical maximum amount of product (1.0 means a 100% yield; for example, 0.34 means a 34% yield). (1) The reactants are [F:1][C:2]1[CH:11]=[CH:10][C:5]([C:6]([O:8]C)=O)=[CH:4][C:3]=1[NH:12][C:13]([O:15][CH2:16][CH:17]=[CH2:18])=[O:14].[Li+].C[Si]([N-][Si](C)(C)C)(C)C.[Cl:29][C:30]1[N:35]=[C:34]([CH3:36])[CH:33]=[CH:32][N:31]=1. The catalyst is C1COCC1. The product is [Cl:29][C:30]1[N:35]=[C:34]([CH2:36][C:6]([C:5]2[CH:10]=[CH:11][C:2]([F:1])=[C:3]([NH:12][C:13](=[O:14])[O:15][CH2:16][CH:17]=[CH2:18])[CH:4]=2)=[O:8])[CH:33]=[CH:32][N:31]=1. The yield is 0.816. (2) The reactants are [O:1]=[C:2]([NH:16][CH2:17][CH2:18][CH3:19])[CH2:3][NH:4][C:5]([N:7]1[CH2:14][CH:13]2[CH2:15][CH:9]([CH2:10][NH:11][CH2:12]2)[CH2:8]1)=[O:6].C([O-])([O-])=O.[K+].[K+].[I-].[Na+].CC1C=CC(S(O[CH2:39][CH2:40][CH2:41][NH:42][C:43]2[CH:48]=[CH:47][C:46]([C:49]#[N:50])=[CH:45][CH:44]=2)(=O)=O)=CC=1. The catalyst is C(#N)C.O. The product is [C:49]([C:46]1[CH:47]=[CH:48][C:43]([NH:42][CH2:41][CH2:40][CH2:39][N:11]2[CH2:12][CH:13]3[CH2:15][CH:9]([CH2:8][N:7]([C:5]([NH:4][CH2:3][C:2](=[O:1])[NH:16][CH2:17][CH2:18][CH3:19])=[O:6])[CH2:14]3)[CH2:10]2)=[CH:44][CH:45]=1)#[N:50]. The yield is 0.580.